Task: Predict which catalyst facilitates the given reaction.. Dataset: Catalyst prediction with 721,799 reactions and 888 catalyst types from USPTO Reactant: C([NH:8][CH:9]1[CH2:14][CH2:13][C:12]([CH3:16])([OH:15])[CH2:11][CH2:10]1)C1C=CC=CC=1. Product: [NH2:8][CH:9]1[CH2:14][CH2:13][C:12]([CH3:16])([OH:15])[CH2:11][CH2:10]1. The catalyst class is: 19.